This data is from Full USPTO retrosynthesis dataset with 1.9M reactions from patents (1976-2016). The task is: Predict the reactants needed to synthesize the given product. (1) The reactants are: C[C:2]1[CH:6]=[C:5](C)[N:4]([C:8](=[NH:20])[NH:9][S:10]([C:13]2[CH:18]=[CH:17][C:16]([CH3:19])=[CH:15][CH:14]=2)(=[O:12])=[O:11])[N:3]=1.CS(O)(=O)=O.[NH2:26]N1C=CC=N1. Given the product [NH2:20][C:8]([NH:4][C:5]1[NH:26][N:3]=[CH:2][CH:6]=1)=[N:9][S:10]([C:13]1[CH:18]=[CH:17][C:16]([CH3:19])=[CH:15][CH:14]=1)(=[O:12])=[O:11], predict the reactants needed to synthesize it. (2) The reactants are: [Cl:1][C:2]1[CH:10]=[C:9]([N:11]2[CH2:16][CH2:15][N:14]([CH3:17])[CH2:13][CH2:12]2)[CH:8]=[CH:7][C:3]=1[C:4]([OH:6])=O.[NH2:18][C:19]1[CH:20]=[CH:21][C:22]2[CH2:26][O:25][B:24]([OH:27])[C:23]=2[CH:28]=1. Given the product [ClH:1].[Cl:1][C:2]1[CH:10]=[C:9]([N:11]2[CH2:16][CH2:15][N:14]([CH3:17])[CH2:13][CH2:12]2)[CH:8]=[CH:7][C:3]=1[C:4]([NH:18][C:19]1[CH:20]=[CH:21][C:22]2[CH2:26][O:25][B:24]([OH:27])[C:23]=2[CH:28]=1)=[O:6], predict the reactants needed to synthesize it. (3) Given the product [Si:3]([O:10][CH2:11][C:12]1([OH:26])[C:16]2[CH:17]=[C:18]([C:21]([F:24])([F:23])[F:22])[CH:19]=[CH:20][C:15]=2[O:14][CH2:13]1)([C:6]([CH3:9])([CH3:8])[CH3:7])([CH3:5])[CH3:4], predict the reactants needed to synthesize it. The reactants are: C[Li].[Si:3]([O:10][CH2:11][C:12](=[O:26])[CH2:13][O:14][C:15]1[CH:20]=[CH:19][C:18]([C:21]([F:24])([F:23])[F:22])=[CH:17][C:16]=1I)([C:6]([CH3:9])([CH3:8])[CH3:7])([CH3:5])[CH3:4].[Cl-].[NH4+]. (4) Given the product [CH:35]1[C:26]2[CH2:27][CH2:28][C:29]3[CH:34]=[CH:33][CH:32]=[CH:31][C:30]=3[C:24](=[CH:23][C:3]3[CH:4]=[C:5]([NH:8][S:9]([CH3:12])(=[O:10])=[O:11])[CH:6]=[CH:7][C:2]=3[CH3:1])[C:25]=2[CH:38]=[CH:37][CH:36]=1, predict the reactants needed to synthesize it. The reactants are: [CH3:1][C:2]1[CH:7]=[CH:6][C:5]([NH:8][S:9]([CH3:12])(=[O:11])=[O:10])=[CH:4][C:3]=1B1OC(C)(C)C(C)(C)O1.Br[CH:23]=[C:24]1[C:30]2[CH:31]=[CH:32][CH:33]=[CH:34][C:29]=2[CH2:28][CH2:27][C:26]2[CH:35]=[CH:36][CH:37]=[CH:38][C:25]1=2. (5) Given the product [CH3:20][C:15]1([CH3:21])[C:16]([CH3:19])([CH3:18])[O:17][B:13]([C:2]2[CH:11]=[CH:10][CH:9]=[C:8]3[C:3]=2[CH:4]=[CH:5][NH:6][C:7]3=[O:12])[O:14]1, predict the reactants needed to synthesize it. The reactants are: Br[C:2]1[CH:11]=[CH:10][CH:9]=[C:8]2[C:3]=1[CH:4]=[CH:5][NH:6][C:7]2=[O:12].[B:13]1([B:13]2[O:17][C:16]([CH3:19])([CH3:18])[C:15]([CH3:21])([CH3:20])[O:14]2)[O:17][C:16]([CH3:19])([CH3:18])[C:15]([CH3:21])([CH3:20])[O:14]1. (6) Given the product [I:1][C:2]1[CH:7]=[CH:6][C:5]([NH:8][C:9]2[S:10][C:17]3[CH:16]=[C:15]([CH3:18])[CH:14]=[CH:13][C:12]=3[N:11]=2)=[CH:4][CH:3]=1, predict the reactants needed to synthesize it. The reactants are: [I:1][C:2]1[CH:7]=[CH:6][C:5]([NH:8][C:9]([NH:11][C:12]2[CH:17]=[CH:16][C:15]([CH3:18])=[CH:14][CH:13]=2)=[S:10])=[CH:4][CH:3]=1.BrBr.S(=O)(O)O.[OH-].[NH4+]. (7) The reactants are: [CH:1]1([CH2:6][C:7]([OH:9])=O)[CH2:5][CH2:4][CH2:3][CH2:2]1.Cl.[CH3:11][O:12][C:13](=[O:17])[C@H:14]([CH3:16])[NH2:15]. Given the product [CH3:11][O:12][C:13](=[O:17])[C@H:14]([CH3:16])[NH:15][C:7](=[O:9])[CH2:6][CH:1]1[CH2:2][CH2:3][CH2:4][CH2:5]1, predict the reactants needed to synthesize it. (8) Given the product [CH2:1]([N:3]([C:25](=[O:28])[CH2:26][CH3:27])[S:4]([C:7]1[CH:8]=[CH:9][C:10]([C:13]2[C:14]([C:19]3[CH:24]=[CH:23][CH:22]=[CH:21][CH:20]=3)=[N:15][O:16][C:17]=2[CH3:18])=[CH:11][CH:12]=1)(=[O:6])=[O:5])[CH3:2], predict the reactants needed to synthesize it. The reactants are: [CH2:1]([NH:3][S:4]([C:7]1[CH:12]=[CH:11][C:10]([C:13]2[C:14]([C:19]3[CH:24]=[CH:23][CH:22]=[CH:21][CH:20]=3)=[N:15][O:16][C:17]=2[CH3:18])=[CH:9][CH:8]=1)(=[O:6])=[O:5])[CH3:2].[C:25](O[C:25](=[O:28])[CH2:26][CH3:27])(=[O:28])[CH2:26][CH3:27]. (9) Given the product [NH4+:6].[OH-:1].[C:46]([O:50][C:27](=[O:36])[NH:24][C:16]1[N:15]=[CH:14][C:13]2[CH2:21][C:3]3([CH2:11][C:12]=2[CH:17]=1)[C:4]1[C:5](=[N:6][CH:7]=[CH:8][CH:9]=1)[NH:10][C:2]3=[O:1])([CH3:49])([CH3:48])[CH3:47], predict the reactants needed to synthesize it. The reactants are: [O:1]=[C:2]1[NH:10][C:5]2=[N:6][CH:7]=[CH:8][CH:9]=[C:4]2[C:3]21[CH2:21][C:13]1[CH:14]=[N:15][C:16](C(O)=O)=[CH:17][C:12]=1[CH2:11]2.C([N:24]([CH2:27]C)CC)C.C1(P(N=[N+]=[N-])(C2C=CC=CC=2)=[O:36])C=CC=CC=1.[C:46]([OH:50])([CH3:49])([CH3:48])[CH3:47].